Task: Predict the reaction yield, written as a fraction of the theoretical maximum amount of product (1.0 means a 100% yield; for example, 0.34 means a 34% yield).. Dataset: Reaction yield outcomes from USPTO patents with 853,638 reactions (1) The reactants are C([N:8]1[CH2:36][CH2:35][C:11]2([O:15][C:14](=[O:16])[N:13]([CH2:17][C:18]3[N:28]([CH2:29][C:30]([CH3:33])([CH3:32])[CH3:31])[C:21]4[N:22]=[C:23]([C:26]#[N:27])[N:24]=[CH:25][C:20]=4[CH:19]=3)[C:12]2=[O:34])[CH2:10][CH2:9]1)C1C=CC=CC=1.Cl[C:38]([O:40][CH2:41][C:42]([Cl:45])([Cl:44])[Cl:43])=[O:39].[NH4+].[Cl-]. The catalyst is CC#N. The product is [Cl:43][C:42]([Cl:45])([Cl:44])[CH2:41][O:40][C:38]([N:8]1[CH2:36][CH2:35][C:11]2([O:15][C:14](=[O:16])[N:13]([CH2:17][C:18]3[N:28]([CH2:29][C:30]([CH3:32])([CH3:33])[CH3:31])[C:21]4[N:22]=[C:23]([C:26]#[N:27])[N:24]=[CH:25][C:20]=4[CH:19]=3)[C:12]2=[O:34])[CH2:10][CH2:9]1)=[O:39]. The yield is 0.960. (2) The reactants are [CH3:1][O:2][C:3]1[CH:4]=[C:5]2[C:10](=[CH:11][C:12]=1[O:13][CH3:14])[N:9]=[CH:8][CH:7]=[C:6]2[O:15][C:16]1[CH:22]=[CH:21][C:19]([NH2:20])=[CH:18][C:17]=1[F:23].C(N(CC)CC)C.ClC(Cl)(O[C:35](=[O:41])OC(Cl)(Cl)Cl)Cl.[CH3:43][C:44]1[N:45]=[C:46]([CH:49]([NH2:51])[CH3:50])[S:47][CH:48]=1. The catalyst is C(Cl)(Cl)Cl. The product is [CH3:1][O:2][C:3]1[CH:4]=[C:5]2[C:10](=[CH:11][C:12]=1[O:13][CH3:14])[N:9]=[CH:8][CH:7]=[C:6]2[O:15][C:16]1[CH:22]=[CH:21][C:19]([NH:20][C:35]([NH:51][CH:49]([C:46]2[S:47][CH:48]=[C:44]([CH3:43])[N:45]=2)[CH3:50])=[O:41])=[CH:18][C:17]=1[F:23]. The yield is 0.630.